Dataset: Full USPTO retrosynthesis dataset with 1.9M reactions from patents (1976-2016). Task: Predict the reactants needed to synthesize the given product. (1) The reactants are: [Si]([O:8][C@H:9]([C@H:37]1[CH2:41][C@@H:40]([O:42][CH2:43][CH2:44][CH3:45])[CH2:39][N:38]1C(OC(C)(C)C)=O)[C@@H:10]([NH:20][C:21](=[O:36])[C:22]1[CH:27]=[C:26]([N:28]2[CH2:32][CH2:31][CH2:30][C:29]2=[O:33])[CH:25]=[C:24]([O:34][CH3:35])[CH:23]=1)[CH2:11][C:12]1[CH:17]=[C:16]([F:18])[CH:15]=[C:14]([F:19])[CH:13]=1)(C(C)(C)C)(C)C. Given the product [F:19][C:14]1[CH:13]=[C:12]([CH2:11][C@H:10]([NH:20][C:21](=[O:36])[C:22]2[CH:27]=[C:26]([N:28]3[CH2:32][CH2:31][CH2:30][C:29]3=[O:33])[CH:25]=[C:24]([O:34][CH3:35])[CH:23]=2)[C@H:9]([OH:8])[C@H:37]2[CH2:41][C@@H:40]([O:42][CH2:43][CH2:44][CH3:45])[CH2:39][NH:38]2)[CH:17]=[C:16]([F:18])[CH:15]=1, predict the reactants needed to synthesize it. (2) Given the product [NH2:11][CH2:10][CH2:9][N:8]([CH:22]1[CH2:23][CH2:24][O:25][CH2:26][CH2:27]1)[C:6](=[O:7])[O:5][C:1]([CH3:3])([CH3:2])[CH3:4], predict the reactants needed to synthesize it. The reactants are: [C:1]([O:5][C:6]([N:8]([CH:22]1[CH2:27][CH2:26][O:25][CH2:24][CH2:23]1)[CH2:9][CH2:10][NH:11]C(=O)OCC1C=CC=CC=1)=[O:7])([CH3:4])([CH3:3])[CH3:2]. (3) Given the product [Cl:22][C:19]1[CH:18]=[CH:17][C:16]([CH2:15][NH:14][C:12]([C:10]2[CH:9]=[CH:8][C:3]([C:4]([O:6][CH3:7])=[O:5])=[C:2]([N:1]=[C:23]=[S:24])[CH:11]=2)=[O:13])=[CH:21][CH:20]=1, predict the reactants needed to synthesize it. The reactants are: [NH2:1][C:2]1[CH:11]=[C:10]([C:12]([NH:14][CH2:15][C:16]2[CH:21]=[CH:20][C:19]([Cl:22])=[CH:18][CH:17]=2)=[O:13])[CH:9]=[CH:8][C:3]=1[C:4]([O:6][CH3:7])=[O:5].[C:23](Cl)(Cl)=[S:24]. (4) Given the product [CH2:1]([O:3][C:4]([C:6]1[CH:10]=[CH:9][N:8]([CH3:13])[C:7]=1[CH3:11])=[O:5])[CH3:2], predict the reactants needed to synthesize it. The reactants are: [CH2:1]([O:3][C:4]([C:6]1[CH:10]=[CH:9][NH:8][C:7]=1[CH3:11])=[O:5])[CH3:2].I[CH3:13].[H-].[Na+]. (5) Given the product [C:1]([C:5]1[CH:10]=[C:9]([N+:11]([O-:13])=[O:12])[CH:8]=[C:7]([I:16])[C:6]=1[OH:14])([CH3:4])([CH3:2])[CH3:3], predict the reactants needed to synthesize it. The reactants are: [C:1]([C:5]1[CH:10]=[C:9]([N+:11]([O-:13])=[O:12])[CH:8]=[CH:7][C:6]=1[OH:14])([CH3:4])([CH3:3])[CH3:2].O.[I:16]Cl. (6) The reactants are: [Cl:1][C:2]1[CH:3]=[CH:4][C:5]2[NH:11][C:10]3[CH:12]=[CH:13][CH:14]=[CH:15][C:9]=3[C:8](=O)[NH:7][C:6]=2[CH:17]=1.[CH2:18]([N:20]([CH2:24][CH3:25])[CH2:21][CH2:22][NH2:23])[CH3:19]. Given the product [Cl:1][C:2]1[CH:3]=[CH:4][C:5]2[NH:11][C:10]3[CH:12]=[CH:13][CH:14]=[CH:15][C:9]=3[C:8]([NH:23][CH2:22][CH2:21][N:20]([CH2:24][CH3:25])[CH2:18][CH3:19])=[N:7][C:6]=2[CH:17]=1, predict the reactants needed to synthesize it. (7) The reactants are: [CH2:1]([NH:3][CH2:4][C:5]1[S:9][C:8](B(O)O)=[CH:7][CH:6]=1)[CH3:2].Br[C:14]1[CH:15]=[C:16]2[C:20](=[C:21]([C:23]([NH2:25])=[O:24])[CH:22]=1)[NH:19][CH:18]=[C:17]2[CH:26]1[CH2:31][CH2:30][N:29]([S:32]([CH2:35][CH3:36])(=[O:34])=[O:33])[CH2:28][CH2:27]1.C(=O)([O-])[O-].[K+].[K+].O1CCOCC1. Given the product [CH2:1]([NH:3][CH2:4][C:5]1[S:9][C:8]([C:14]2[CH:15]=[C:16]3[C:20](=[C:21]([C:23]([NH2:25])=[O:24])[CH:22]=2)[NH:19][CH:18]=[C:17]3[CH:26]2[CH2:27][CH2:28][N:29]([S:32]([CH2:35][CH3:36])(=[O:33])=[O:34])[CH2:30][CH2:31]2)=[CH:7][CH:6]=1)[CH3:2], predict the reactants needed to synthesize it. (8) Given the product [CH2:23]1[CH2:24][CH2:25][CH2:26][CH2:27][CH2:28][CH2:29][C:15](=[O:14])[O:30][CH2:16][CH2:17][CH2:18][CH2:19][CH2:20][CH2:21][CH2:22]1.[C:15]1(=[O:30])[CH2:29][CH2:28][CH2:27][CH2:26][CH2:25][CH2:24][CH2:23][CH2:22][CH2:21][CH2:20][CH2:19][CH2:18][CH2:17][CH2:16]1.[C:8]1([C:1]([C:2]2[CH:3]=[CH:4][CH:5]=[CH:6][CH:7]=2)=[O:14])[CH:9]=[CH:10][CH:11]=[CH:12][CH:13]=1.[CH:1]([OH:14])([C:8]1[CH:9]=[CH:10][CH:11]=[CH:12][CH:13]=1)[C:2]1[CH:7]=[CH:6][CH:5]=[CH:4][CH:3]=1, predict the reactants needed to synthesize it. The reactants are: [CH:1]([OH:14])([C:8]1[CH:13]=[CH:12][CH:11]=[CH:10][CH:9]=1)[C:2]1[CH:7]=[CH:6][CH:5]=[CH:4][CH:3]=1.[C:15]1(=[O:30])[CH2:29][CH2:28][CH2:27][CH2:26][CH2:25][CH2:24][CH2:23][CH2:22][CH2:21][CH2:20][CH2:19][CH2:18][CH2:17][CH2:16]1.ON1C(=O)C2=CC=CC=C2C1=O.N(C(C)(C)C#N)=NC(C)(C)C#N.O=O.FC(F)(F)C(O)C(F)(F)F.C1(C)C=CC(S(O)(=O)=O)=CC=1.